This data is from Full USPTO retrosynthesis dataset with 1.9M reactions from patents (1976-2016). The task is: Predict the reactants needed to synthesize the given product. (1) Given the product [NH2:29][C:12]1[C:13]([C:27]#[N:28])=[N:14][C:15]([C:17]2[CH:22]=[CH:21][CH:20]=[C:19]([C:23]([F:26])([F:24])[F:25])[CH:18]=2)=[CH:16][C:11]=1[NH:10][CH2:8][CH3:9], predict the reactants needed to synthesize it. The reactants are: O.O.[Sn](Cl)(Cl)(Cl)Cl.[CH2:8]([NH:10][C:11]1[CH:16]=[C:15]([C:17]2[CH:22]=[CH:21][CH:20]=[C:19]([C:23]([F:26])([F:25])[F:24])[CH:18]=2)[N:14]=[C:13]([C:27]#[N:28])[C:12]=1[N+:29]([O-])=O)[CH3:9].[OH-].[K+]. (2) Given the product [Cl:25][C:26]1[CH:27]=[C:28]([NH:32][C:33]([NH:1][C:2]2[CH:24]=[CH:23][CH:22]=[C:4]([CH2:5][C:6]3[N:7]([C:11]4[CH:16]=[CH:15][N:14]=[C:13]([NH:17][CH2:18][C@@H:19]([OH:21])[CH3:20])[N:12]=4)[CH:8]=[CH:9][N:10]=3)[CH:3]=2)=[O:34])[CH:29]=[CH:30][CH:31]=1, predict the reactants needed to synthesize it. The reactants are: [NH2:1][C:2]1[CH:3]=[C:4]([CH:22]=[CH:23][CH:24]=1)[CH2:5][C:6]1[N:7]([C:11]2[CH:16]=[CH:15][N:14]=[C:13]([NH:17][CH2:18][C@@H:19]([OH:21])[CH3:20])[N:12]=2)[CH:8]=[CH:9][N:10]=1.[Cl:25][C:26]1[CH:31]=[CH:30][CH:29]=[C:28]([N:32]=[C:33]=[O:34])[CH:27]=1. (3) Given the product [CH3:1][O:2][C:3]1[CH:4]=[C:5]([CH:18]=[CH:19][C:20]=1[O:21][CH3:22])[C:6]([C:8]1[CH:13]=[CH:12][C:11]2[C:10](=[CH:24][CH:23]=[CH:30][CH:29]=2)[CH:9]=1)=[O:7], predict the reactants needed to synthesize it. The reactants are: [CH3:1][O:2][C:3]1[CH:4]=[C:5]([CH:18]=[CH:19][C:20]=1[O:21][CH3:22])[C:6]([C:8]1[CH:13]=[CH:12][C:11](OC)=[C:10](OC)[CH:9]=1)=[O:7].[C:23]1(OC)[C:24](=CC=[CH:29][CH:30]=1)OC.[Cl-].[Al+3].[Cl-].[Cl-].C1C2C(=CC=CC=2)C=CC=1C(Cl)=O. (4) Given the product [Cl:1][C:2]1[CH:7]=[CH:6][CH:5]=[CH:4][C:3]=1[C@H:8]1[O:10][C@:9]1([CH2:19][N:20]1[C:24]([S:25][CH3:28])=[N:23][CH:22]=[N:21]1)[C:11]1[CH:16]=[CH:15][C:14]([F:17])=[CH:13][C:12]=1[F:18], predict the reactants needed to synthesize it. The reactants are: [Cl:1][C:2]1[CH:7]=[CH:6][CH:5]=[CH:4][C:3]=1[C@H:8]1[O:10][C@:9]1([CH2:19][N:20]1[C:24](=[S:25])[NH:23][CH:22]=[N:21]1)[C:11]1[CH:16]=[CH:15][C:14]([F:17])=[CH:13][C:12]=1[F:18].[H-].[Na+].[CH3:28]I.O. (5) Given the product [C:28]([NH:32][S:33]([C:36]1[CH:41]=[CH:40][CH:39]=[CH:38][C:37]=1[C:2]1[CH:7]=[N:6][C:5]([NH:8][C:9]2[CH:14]=[N:13][C:12]([CH3:15])=[C:11]3[O:16][C:17]([CH3:21])([CH3:20])[O:18][CH2:19][C:10]=23)=[CH:4][CH:3]=1)(=[O:35])=[O:34])([CH3:31])([CH3:29])[CH3:30], predict the reactants needed to synthesize it. The reactants are: Br[C:2]1[CH:3]=[CH:4][C:5]([NH:8][C:9]2[CH:14]=[N:13][C:12]([CH3:15])=[C:11]3[O:16][C:17]([CH3:21])([CH3:20])[O:18][CH2:19][C:10]=23)=[N:6][CH:7]=1.C(=O)([O-])[O-].[Cs+].[Cs+].[C:28]([NH:32][S:33]([C:36]1[CH:41]=[CH:40][CH:39]=[CH:38][C:37]=1B(O)O)(=[O:35])=[O:34])([CH3:31])([CH3:30])[CH3:29].C1(C)C=CC=CC=1. (6) Given the product [Br:1][C:2]1[CH:3]=[CH:4][C:5]([C:8]2[O:12][N:11]=[C:10]([CH3:13])[C:9]=2[CH:14]([OH:20])[C:15]([F:18])([F:19])/[CH:16]=[CH:17]/[C:25]2[CH:26]=[CH:27][C:22]([F:21])=[CH:23][CH:24]=2)=[CH:6][CH:7]=1, predict the reactants needed to synthesize it. The reactants are: [Br:1][C:2]1[CH:7]=[CH:6][C:5]([C:8]2[O:12][N:11]=[C:10]([CH3:13])[C:9]=2[CH:14]([OH:20])[C:15]([F:19])([F:18])[CH:16]=[CH2:17])=[CH:4][CH:3]=1.[F:21][C:22]1[CH:27]=[CH:26][C:25](I)=[CH:24][CH:23]=1. (7) The reactants are: [CH:1]1([C:7]([N:9]([C:27]2[CH:32]=[CH:31][CH:30]=[CH:29][C:28]=2[O:33][C:34]([F:37])([F:36])[F:35])[CH2:10][CH2:11][N:12]2[CH2:17][CH2:16][N:15]([C:18]3[CH:23]=[CH:22][C:21]([OH:24])=[CH:20][C:19]=3[O:25][CH3:26])[CH2:14][CH2:13]2)=[O:8])[CH2:6][CH2:5][CH2:4][CH2:3][CH2:2]1.CCN(CC)CC.[CH3:45][C:46](Cl)=[O:47]. Given the product [CH:1]1([C:7]([N:9]([C:27]2[CH:32]=[CH:31][CH:30]=[CH:29][C:28]=2[O:33][C:34]([F:36])([F:37])[F:35])[CH2:10][CH2:11][N:12]2[CH2:13][CH2:14][N:15]([C:18]3[CH:23]=[CH:22][C:21]([O:24][C:46](=[O:47])[CH3:45])=[CH:20][C:19]=3[O:25][CH3:26])[CH2:16][CH2:17]2)=[O:8])[CH2:6][CH2:5][CH2:4][CH2:3][CH2:2]1, predict the reactants needed to synthesize it.